Dataset: Forward reaction prediction with 1.9M reactions from USPTO patents (1976-2016). Task: Predict the product of the given reaction. (1) Given the reactants [C:1]([C:3]1[CH:4]=[N:5][N:6]2[C:11]([C:12]([F:15])([F:14])[F:13])=[CH:10][C:9]([C:16]3[CH:21]=[CH:20][C:19]([C:22]([F:25])([F:24])[F:23])=[CH:18][CH:17]=3)=[N:8][C:7]=12)#[CH:2].Br[C:27]1[CH:28]=[C:29]([OH:33])[CH:30]=[N:31][CH:32]=1, predict the reaction product. The product is: [F:15][C:12]([F:14])([F:13])[C:11]1[N:6]2[N:5]=[CH:4][C:3]([C:1]#[C:2][C:27]3[CH:28]=[C:29]([OH:33])[CH:30]=[N:31][CH:32]=3)=[C:7]2[N:8]=[C:9]([C:16]2[CH:21]=[CH:20][C:19]([C:22]([F:25])([F:24])[F:23])=[CH:18][CH:17]=2)[CH:10]=1. (2) Given the reactants [CH3:1][O:2][C:3]1[CH:4]=[C:5]([C:15]2[N:16]=[C:17]3[N:21]([CH:22]=2)[CH:20]=[CH:19][S:18]3)[CH:6]=[CH:7][C:8]=1[C:9]1[CH:14]=[CH:13][CH:12]=[CH:11][N:10]=1.[Br:23]Br, predict the reaction product. The product is: [Br:23][C:22]1[N:21]2[C:17]([S:18][CH:19]=[CH:20]2)=[N:16][C:15]=1[C:5]1[CH:6]=[CH:7][C:8]([C:9]2[CH:14]=[CH:13][CH:12]=[CH:11][N:10]=2)=[C:3]([O:2][CH3:1])[CH:4]=1.